This data is from Reaction yield outcomes from USPTO patents with 853,638 reactions. The task is: Predict the reaction yield, written as a fraction of the theoretical maximum amount of product (1.0 means a 100% yield; for example, 0.34 means a 34% yield). The yield is 0.980. The reactants are [C:1]([O:5][C:6]([N:8]1[CH2:12][CH2:11][C@H:10]([OH:13])[CH2:9]1)=[O:7])([CH3:4])([CH3:3])[CH3:2].[H-].[Na+].Cl[C:17]1[CH:22]=[CH:21][C:20]([N+:23]([O-:25])=[O:24])=[CH:19][N:18]=1. The product is [C:1]([O:5][C:6]([N:8]1[CH2:12][CH2:11][C@H:10]([O:13][C:17]2[CH:22]=[CH:21][C:20]([N+:23]([O-:25])=[O:24])=[CH:19][N:18]=2)[CH2:9]1)=[O:7])([CH3:4])([CH3:2])[CH3:3]. The catalyst is O1CCCC1.